This data is from Forward reaction prediction with 1.9M reactions from USPTO patents (1976-2016). The task is: Predict the product of the given reaction. Given the reactants [Br:1][C:2]1[CH:10]=[C:9]2[C:5]([CH:6]=[N:7][N:8]2[S:11]([C:14]2[CH:19]=[CH:18][CH:17]=[CH:16][CH:15]=2)(=[O:13])=[O:12])=[C:4]([C:20]2[O:21][C:22]([CH2:25]Cl)=[N:23][N:24]=2)[CH:3]=1.[I-].[Na+].[NH2:29][CH2:30][CH:31]([OH:39])[CH2:32][N:33]1[CH2:38][CH2:37][O:36][CH2:35][CH2:34]1.CCN(C(C)C)C(C)C, predict the reaction product. The product is: [Br:1][C:2]1[CH:10]=[C:9]2[C:5]([CH:6]=[N:7][N:8]2[S:11]([C:14]2[CH:19]=[CH:18][CH:17]=[CH:16][CH:15]=2)(=[O:13])=[O:12])=[C:4]([C:20]2[O:21][C:22]([CH2:25][NH:29][CH2:30][CH:31]([OH:39])[CH2:32][N:33]3[CH2:34][CH2:35][O:36][CH2:37][CH2:38]3)=[N:23][N:24]=2)[CH:3]=1.